From a dataset of Forward reaction prediction with 1.9M reactions from USPTO patents (1976-2016). Predict the product of the given reaction. (1) The product is: [CH2:40]([O:42][C:43](=[O:47])[C:44](=[O:45])[N:2]1[CH2:7][CH2:6][CH:5]([C:8]2[CH:9]=[CH:10][C:11]([C:14]3[CH:19]=[N:18][C:17]([NH:20][C:21]4[CH:22]=[N:23][C:24]([C:27]([F:30])([F:29])[F:28])=[CH:25][CH:26]=4)=[CH:16][CH:15]=3)=[CH:12][CH:13]=2)[CH2:4][CH2:3]1)[CH3:41]. Given the reactants Cl.[NH:2]1[CH2:7][CH2:6][CH:5]([C:8]2[CH:13]=[CH:12][C:11]([C:14]3[CH:15]=[CH:16][C:17]([NH:20][C:21]4[CH:22]=[N:23][C:24]([C:27]([F:30])([F:29])[F:28])=[CH:25][CH:26]=4)=[N:18][CH:19]=3)=[CH:10][CH:9]=2)[CH2:4][CH2:3]1.C(N(CC)C(C)C)(C)C.[CH2:40]([O:42][C:43](=[O:47])[C:44](Cl)=[O:45])[CH3:41], predict the reaction product. (2) Given the reactants Cl([O-])(=O)(=O)=O.[CH2:6]([N+:10]1[C:18]2[C:13]3[C:14](=[CH:19][CH:20]=[CH:21][C:12]=3[C:11]=1[CH:22]=[CH:23][C:24]1[CH2:28][CH2:27][C:26](=[CH:29][CH:30]=[C:31]3[C:39]4[CH:40]=[CH:41][CH:42]=[C:37]5[C:38]=4[C:33](=[CH:34][CH:35]=[CH:36]5)[N:32]3[CH2:43][CH2:44][CH2:45][CH3:46])[C:25]=1[N:47]([C:54]1[CH:59]=[CH:58][CH:57]=[CH:56][CH:55]=1)[C:48]1[CH:53]=[CH:52][CH:51]=[CH:50][CH:49]=1)[CH:15]=[CH:16][CH:17]=2)[CH2:7][CH2:8][CH3:9].[F:60][C:61]([F:78])([S:74]([O-:77])(=[O:76])=[O:75])[CH:62]([O:67][C:68](=[O:73])[C:69]([CH3:72])([CH3:71])[CH3:70])[C:63]([F:66])([F:65])[F:64].[Na+].O, predict the reaction product. The product is: [F:78][C:61]([F:60])([S:74]([O-:77])(=[O:75])=[O:76])[CH:62]([O:67][C:68](=[O:73])[C:69]([CH3:71])([CH3:72])[CH3:70])[C:63]([F:64])([F:66])[F:65].[CH2:6]([N+:10]1[C:18]2[C:13]3[C:14](=[CH:19][CH:20]=[CH:21][C:12]=3[C:11]=1[CH:22]=[CH:23][C:24]1[CH2:28][CH2:27][C:26](=[CH:29][CH:30]=[C:31]3[C:39]4[CH:40]=[CH:41][CH:42]=[C:37]5[C:38]=4[C:33](=[CH:34][CH:35]=[CH:36]5)[N:32]3[CH2:43][CH2:44][CH2:45][CH3:46])[C:25]=1[N:47]([C:54]1[CH:55]=[CH:56][CH:57]=[CH:58][CH:59]=1)[C:48]1[CH:53]=[CH:52][CH:51]=[CH:50][CH:49]=1)[CH:15]=[CH:16][CH:17]=2)[CH2:7][CH2:8][CH3:9]. (3) Given the reactants CC(C[AlH]CC(C)C)C.[N:10]1[CH:15]=[CH:14][CH:13]=[CH:12][C:11]=1[C@@:16]1([CH2:26][C:27]#N)[CH2:25][C:20]2([CH2:24][CH2:23][CH2:22][CH2:21]2)[O:19][CH2:18][CH2:17]1.C[OH:30].O, predict the reaction product. The product is: [N:10]1[CH:15]=[CH:14][CH:13]=[CH:12][C:11]=1[C@@:16]1([CH2:26][CH:27]=[O:30])[CH2:25][C:20]2([CH2:24][CH2:23][CH2:22][CH2:21]2)[O:19][CH2:18][CH2:17]1.